Dataset: Reaction yield outcomes from USPTO patents with 853,638 reactions. Task: Predict the reaction yield, written as a fraction of the theoretical maximum amount of product (1.0 means a 100% yield; for example, 0.34 means a 34% yield). The reactants are [NH2:1][C:2]1[CH:10]=[CH:9][C:8]([I:11])=[CH:7][C:3]=1[C:4](O)=[O:5].C(O)(=O)C.[CH:16](N)=[NH:17]. The catalyst is C(O)C. The product is [I:11][C:8]1[CH:7]=[C:3]2[C:2](=[CH:10][CH:9]=1)[N:1]=[CH:16][NH:17][C:4]2=[O:5]. The yield is 0.810.